This data is from Full USPTO retrosynthesis dataset with 1.9M reactions from patents (1976-2016). The task is: Predict the reactants needed to synthesize the given product. (1) Given the product [CH3:9][C:10]1[CH:11]=[C:12]2[N:17]([C:18]=1[C:19]([C:21]1[CH:22]=[C:23]3[C:28](=[CH:29][CH:30]=1)[N:27]([CH3:1])[CH:26]=[C:25]([C:31]([O:33][CH2:34][CH3:35])=[O:32])[C:24]3=[O:36])=[O:20])[CH:16]=[CH:15][CH:14]=[CH:13]2, predict the reactants needed to synthesize it. The reactants are: [C:1](=O)([O-])[O-].[K+].[K+].CI.[CH3:9][C:10]1[CH:11]=[C:12]2[N:17]([C:18]=1[C:19]([C:21]1[CH:22]=[C:23]3[C:28](=[CH:29][CH:30]=1)[NH:27][CH:26]=[C:25]([C:31]([O:33][CH2:34][CH3:35])=[O:32])[C:24]3=[O:36])=[O:20])[CH:16]=[CH:15][CH:14]=[CH:13]2.O. (2) Given the product [O:10]1[CH2:15][CH2:14][CH2:13][CH2:12][CH:11]1[O:1][C:2]1[CH:3]=[C:4]([CH:7]=[CH:8][CH:9]=1)[CH:5]=[O:6], predict the reactants needed to synthesize it. The reactants are: [OH:1][C:2]1[CH:3]=[C:4]([CH:7]=[CH:8][CH:9]=1)[CH:5]=[O:6].[O:10]1[CH:15]=[CH:14][CH2:13][CH2:12][CH2:11]1.N1C=CC=CC=1. (3) Given the product [BrH:1].[CH3:13][N:11]([CH2:10][C:9]1[C:8]([S:7][CH3:6])=[C:17]([OH:18])[CH:16]=[CH:15][CH:14]=1)[CH3:12], predict the reactants needed to synthesize it. The reactants are: [BrH:1].C(O)(=O)C.[CH3:6][S:7][C:8]1[C:17]([O:18]C)=[CH:16][CH:15]=[CH:14][C:9]=1[CH2:10][N:11]([CH3:13])[CH3:12]. (4) Given the product [CH3:1][O:2][C:3](=[O:13])[C:4]1[CH:9]=[C:8]([CH3:10])[CH:7]=[C:6]([CH:11]=[O:12])[CH:5]=1, predict the reactants needed to synthesize it. The reactants are: [CH3:1][O:2][C:3](=[O:13])[C:4]1[CH:9]=[C:8]([CH3:10])[CH:7]=[C:6]([CH2:11][OH:12])[CH:5]=1.[Cr](Cl)([O-])(=O)=O.[NH+]1C=CC=CC=1.